Dataset: Catalyst prediction with 721,799 reactions and 888 catalyst types from USPTO. Task: Predict which catalyst facilitates the given reaction. (1) Reactant: [CH2:1]([O:3][C:4](=[O:13])[CH2:5][C:6]1[CH:11]=[CH:10][CH:9]=[C:8]([OH:12])[CH:7]=1)[CH3:2].N1C=CN=C1.[CH3:19][C:20]([Si:23](Cl)([CH3:25])[CH3:24])([CH3:22])[CH3:21].O. Product: [CH2:1]([O:3][C:4](=[O:13])[CH2:5][C:6]1[CH:11]=[CH:10][CH:9]=[C:8]([O:12][Si:23]([C:20]([CH3:22])([CH3:21])[CH3:19])([CH3:25])[CH3:24])[CH:7]=1)[CH3:2]. The catalyst class is: 3. (2) Reactant: [CH3:1][C:2]1([CH3:19])[C:6]([CH3:8])([CH3:7])[O:5][B:4]([C:9]2[CH:14]=[CH:13][C:12]([C:15]3([NH2:18])[CH2:17][CH2:16]3)=[CH:11][CH:10]=2)[O:3]1.[C:20]([C:24]1[O:28][C:27]([C:29](O)=[O:30])=[N:26][N:25]=1)([CH3:23])([CH3:22])[CH3:21].CCCP(=O)=O.CCN(C(C)C)C(C)C. Product: [CH3:8][C:6]1([CH3:7])[C:2]([CH3:19])([CH3:1])[O:3][B:4]([C:9]2[CH:14]=[CH:13][C:12]([C:15]3([NH:18][C:29]([C:27]4[O:28][C:24]([C:20]([CH3:23])([CH3:22])[CH3:21])=[N:25][N:26]=4)=[O:30])[CH2:17][CH2:16]3)=[CH:11][CH:10]=2)[O:5]1. The catalyst class is: 2. (3) The catalyst class is: 2. Product: [Br:1][C:2]1[N:7]=[CH:6][C:5]([CH2:8][CH2:9][N:10]([CH2:11][CH2:12][O:13][CH3:14])[C:15](=[O:16])[O:17][C:18]([CH3:21])([CH3:20])[CH3:19])=[CH:4][CH:3]=1. Reactant: [Br:1][C:2]1[N:7]=[CH:6][C:5]([CH2:8][CH2:9][NH:10][CH2:11][CH2:12][O:13][CH3:14])=[CH:4][CH:3]=1.[C:15](O[C:15]([O:17][C:18]([CH3:21])([CH3:20])[CH3:19])=[O:16])([O:17][C:18]([CH3:21])([CH3:20])[CH3:19])=[O:16].